This data is from Catalyst prediction with 721,799 reactions and 888 catalyst types from USPTO. The task is: Predict which catalyst facilitates the given reaction. (1) Reactant: [C:1]([O:5][C:6]([CH2:8][O:9][CH:10]1[CH2:15][CH2:14][N:13]([CH:16]2[CH2:21][CH2:20][N:19](C(OCC3C=CC=CC=3)=O)[CH2:18][CH2:17]2)[CH2:12][CH2:11]1)=[O:7])([CH3:4])([CH3:3])[CH3:2].[H][H]. Product: [C:1]([O:5][C:6](=[O:7])[CH2:8][O:9][CH:10]1[CH2:15][CH2:14][N:13]([CH:16]2[CH2:17][CH2:18][NH:19][CH2:20][CH2:21]2)[CH2:12][CH2:11]1)([CH3:4])([CH3:2])[CH3:3]. The catalyst class is: 19. (2) Reactant: O.Cl.[NH:3]1[CH2:8][CH2:7][C:6](=O)[CH2:5][CH2:4]1.[C:10]1([CH:16]([CH3:19])[CH:17]=O)[CH:15]=[CH:14][CH:13]=[CH:12][CH:11]=1.C(O[BH-](OC(=O)C)OC(=O)C)(=O)C.[Na+].[NH2:34][C:35]1[CH:36]=[C:37]2[C:41](=[CH:42][CH:43]=1)[NH:40][N:39]=[CH:38]2.C(=O)([O-])O.[Na+]. Product: [NH:40]1[C:41]2[C:37](=[CH:36][C:35]([NH:34][CH:6]3[CH2:7][CH2:8][N:3]([CH2:17][CH:16]([C:10]4[CH:15]=[CH:14][CH:13]=[CH:12][CH:11]=4)[CH3:19])[CH2:4][CH2:5]3)=[CH:43][CH:42]=2)[CH:38]=[N:39]1. The catalyst class is: 5.